This data is from Catalyst prediction with 721,799 reactions and 888 catalyst types from USPTO. The task is: Predict which catalyst facilitates the given reaction. (1) Reactant: [C:1]([O:5][C:6]([NH:8][C@H:9]([CH2:14][C:15]1[CH:20]=[CH:19][CH:18]=[CH:17][C:16]=1[F:21])[CH2:10][C:11]([OH:13])=[O:12])=[O:7])([CH3:4])([CH3:3])[CH3:2].O[N:23]1[C:27](=[O:28])[CH2:26][CH2:25][C:24]1=[O:29].CCN=C=NCCCN(C)C. The catalyst class is: 2. Product: [C:1]([O:5][C:6](=[O:7])[NH:8][C@H:9]([CH2:14][C:15]1[CH:20]=[CH:19][CH:18]=[CH:17][C:16]=1[F:21])[CH2:10][C:11]([O:13][N:23]1[C:27](=[O:28])[CH2:26][CH2:25][C:24]1=[O:29])=[O:12])([CH3:4])([CH3:2])[CH3:3]. (2) Reactant: [NH2:1][CH2:2][C:3]1[CH:4]=[C:5]([CH:10]=[CH:11][C:12]=1[CH2:13][NH2:14])[C:6]([O:8][CH3:9])=[O:7].[C:15](O[C:15]([O:17][C:18]([CH3:21])([CH3:20])[CH3:19])=[O:16])([O:17][C:18]([CH3:21])([CH3:20])[CH3:19])=[O:16]. Product: [C:18]([O:17][C:15]([NH:1][CH2:2][C:3]1[CH:4]=[C:5]([CH:10]=[CH:11][C:12]=1[CH2:13][NH:14][C:15]([O:17][C:18]([CH3:21])([CH3:20])[CH3:19])=[O:16])[C:6]([O:8][CH3:9])=[O:7])=[O:16])([CH3:21])([CH3:20])[CH3:19]. The catalyst class is: 2. (3) Reactant: [Cl:1][C:2]1[CH:10]=[C:9]2[C:5]([C:6]([C:12]3[N:13]=[C:14]4[C:20]([C:21]([OH:23])=O)=[CH:19][N:18]([CH2:24][O:25][CH2:26][CH2:27][Si:28]([CH3:31])([CH3:30])[CH3:29])[C:15]4=[N:16][CH:17]=3)=[N:7][N:8]2[CH3:11])=[CH:4][CH:3]=1.[NH2:32][C@@H:33]1[CH2:38][CH2:37][CH2:36][N:35]([C:39]([O:41][C:42]([CH3:45])([CH3:44])[CH3:43])=[O:40])[CH2:34]1.C1C=CC2N(O)N=NC=2C=1.C(Cl)CCl.C(N(CC)C(C)C)(C)C. Product: [C:42]([O:41][C:39]([N:35]1[CH2:36][CH2:37][CH2:38][C@@H:33]([NH:32][C:21]([C:20]2[C:14]3[C:15](=[N:16][CH:17]=[C:12]([C:6]4[C:5]5[C:9](=[CH:10][C:2]([Cl:1])=[CH:3][CH:4]=5)[N:8]([CH3:11])[N:7]=4)[N:13]=3)[N:18]([CH2:24][O:25][CH2:26][CH2:27][Si:28]([CH3:31])([CH3:30])[CH3:29])[CH:19]=2)=[O:23])[CH2:34]1)=[O:40])([CH3:45])([CH3:43])[CH3:44]. The catalyst class is: 3. (4) Reactant: [C:1]([O:5][C:6]([N:8]1[CH2:13][CH2:12][C:11](=[O:14])[CH:10]([F:15])[CH2:9]1)=[O:7])([CH3:4])([CH3:3])[CH3:2].[BH4-].[Na+]. Product: [F:15][C@H:10]1[C@@H:11]([OH:14])[CH2:12][CH2:13][N:8]([C:6]([O:5][C:1]([CH3:4])([CH3:3])[CH3:2])=[O:7])[CH2:9]1.[F:15][C@H:10]1[C@H:11]([OH:14])[CH2:12][CH2:13][N:8]([C:6]([O:5][C:1]([CH3:4])([CH3:3])[CH3:2])=[O:7])[CH2:9]1. The catalyst class is: 5. (5) Reactant: C([O:4][C@H:5]1[C@@H:14]([O:15]C(=O)C)[C@H:13]([N:19]=[N+:20]=[N-:21])[C@@H:12]([CH3:22])[O:11][C@@H:6]1[O:7][CH2:8][CH:9]=[CH2:10])(=O)C.C[O-].[Na+]. Product: [N:19]([C@@H:13]1[C@@H:12]([CH3:22])[O:11][C@H:6]([O:7][CH2:8][CH:9]=[CH2:10])[C@@H:5]([OH:4])[C@H:14]1[OH:15])=[N+:20]=[N-:21]. The catalyst class is: 5.